Dataset: Forward reaction prediction with 1.9M reactions from USPTO patents (1976-2016). Task: Predict the product of the given reaction. (1) Given the reactants [Br:1][C:2]1[S:6][C:5]([C:7]2[NH:8][CH:9]([C:12]([O:14][CH3:15])=[O:13])[CH2:10][N:11]=2)=[C:4]([C:16]2[CH:21]=[CH:20][C:19]([Cl:22])=[CH:18][C:17]=2[Cl:23])[C:3]=1[C:24]#[N:25].C(Cl)(Cl)(Cl)Cl.C(#N)C.N1C=CC=CC=1.N12CCCN=C1CCCCC2, predict the reaction product. The product is: [Br:1][C:2]1[S:6][C:5]([C:7]2[NH:8][C:9]([C:12]([O:14][CH3:15])=[O:13])=[CH:10][N:11]=2)=[C:4]([C:16]2[CH:21]=[CH:20][C:19]([Cl:22])=[CH:18][C:17]=2[Cl:23])[C:3]=1[C:24]#[N:25]. (2) Given the reactants [CH2:1]([O:8][C:9]1[CH:14]=[C:13]([O:15][CH2:16][C:17]2[CH:22]=[CH:21][CH:20]=[CH:19][CH:18]=2)[C:12]([CH:23]([CH3:25])[CH3:24])=[CH:11][C:10]=1[C:26]1[O:30][N:29]=[C:28]([C:31]([NH:33][CH2:34][CH3:35])=[O:32])[C:27]=1[C:36](=[N:38][OH:39])[NH2:37])[C:2]1[CH:7]=[CH:6][CH:5]=[CH:4][CH:3]=1.C1N=CN([C:45](N2C=NC=C2)=[S:46])C=1, predict the reaction product. The product is: [CH2:1]([O:8][C:9]1[CH:14]=[C:13]([O:15][CH2:16][C:17]2[CH:22]=[CH:21][CH:20]=[CH:19][CH:18]=2)[C:12]([CH:23]([CH3:25])[CH3:24])=[CH:11][C:10]=1[C:26]1[O:30][N:29]=[C:28]([C:31]([NH:33][CH2:34][CH3:35])=[O:32])[C:27]=1[C:36]1[N:37]=[C:45]([SH:46])[O:39][N:38]=1)[C:2]1[CH:7]=[CH:6][CH:5]=[CH:4][CH:3]=1. (3) The product is: [CH2:14]=[CH:15][C:16]([C:8]([C:10]([F:11])([F:12])[F:13])=[O:9])([F:18])[F:17]. Given the reactants O([C:8]([C:10]([F:13])([F:12])[F:11])=[O:9])[C:8]([C:10]([F:13])([F:12])[F:11])=[O:9].[CH2:14]=[CH:15][C:16]([Mg]Br)([F:18])[F:17].Cl, predict the reaction product. (4) Given the reactants [F:1][C:2]1[CH:21]=[N:20][CH:19]=[CH:18][C:3]=1[C:4]([NH:6][C:7]1[CH:12]=[C:11]([C:13]([F:16])([F:15])[F:14])[CH:10]=[CH:9][C:8]=1[OH:17])=O.O1CCCC1.C1(P(C2C=CC=CC=2)C2C=CC=CC=2)C=CC=CC=1.N(C(OCC)=O)=NC(OCC)=O, predict the reaction product. The product is: [F:1][C:2]1[CH:21]=[N:20][CH:19]=[CH:18][C:3]=1[C:4]1[O:17][C:8]2[CH:9]=[CH:10][C:11]([C:13]([F:16])([F:15])[F:14])=[CH:12][C:7]=2[N:6]=1. (5) Given the reactants [F:1][C:2]1[CH:3]=[N:4][C:5]([N:8]2[CH2:16][C@@H:15]3[C@@:10]([C:26]4[S:27][CH:28]=[CH:29][CH:30]=4)([N:11]=[C:12]([NH:17]C(=O)C4C=CC=CC=4)[S:13][CH2:14]3)[CH2:9]2)=[N:6][CH:7]=1.[ClH:31].CON.N1C=CC=CC=1, predict the reaction product. The product is: [ClH:31].[F:1][C:2]1[CH:7]=[N:6][C:5]([N:8]2[CH2:16][C@@H:15]3[C@@:10]([C:26]4[S:27][CH:28]=[CH:29][CH:30]=4)([N:11]=[C:12]([NH2:17])[S:13][CH2:14]3)[CH2:9]2)=[N:4][CH:3]=1. (6) Given the reactants Cl[C:2]1[CH:7]=[CH:6][CH:5]=[C:4]([OH:8])[N:3]=1.[N:9]1([C:15]([O:17][C:18]([CH3:21])([CH3:20])[CH3:19])=[O:16])[CH2:14][CH2:13][NH:12][CH2:11][CH2:10]1, predict the reaction product. The product is: [OH:8][C:4]1[N:3]=[C:2]([N:12]2[CH2:11][CH2:10][N:9]([C:15]([O:17][C:18]([CH3:21])([CH3:20])[CH3:19])=[O:16])[CH2:14][CH2:13]2)[CH:7]=[CH:6][CH:5]=1. (7) The product is: [CH3:10][P:8]([C:5]1[CH:6]=[CH:7][C:2]([B:15]2[O:16][C:17]([CH3:19])([CH3:18])[C:13]([CH3:29])([CH3:12])[O:14]2)=[CH:3][CH:4]=1)([CH3:11])=[O:9]. Given the reactants Br[C:2]1[CH:7]=[CH:6][C:5]([P:8]([CH3:11])([CH3:10])=[O:9])=[CH:4][CH:3]=1.[CH3:12][C:13]1([CH3:29])[C:17]([CH3:19])([CH3:18])[O:16][B:15]([B:15]2[O:16][C:17]([CH3:19])([CH3:18])[C:13]([CH3:29])([CH3:12])[O:14]2)[O:14]1.C([O-])(=O)C.[K+], predict the reaction product. (8) Given the reactants [CH3:1][C@@:2]12[C:22]([CH3:24])([CH3:23])[C@@H:5]([C:6]3[C:7](=[O:21])[N:8]([C:11]4[C:20]5[C:15](=[CH:16][CH:17]=[CH:18][CH:19]=5)[CH:14]=[CH:13][CH:12]=4)[NH:9][C:10]=31)[CH2:4][CH2:3]2.[CH2:25](I)[CH:26]=[CH2:27], predict the reaction product. The product is: [CH2:27]([N:9]1[C:10]2[C@@:2]3([CH3:1])[C:22]([CH3:24])([CH3:23])[C@H:5]([CH2:4][CH2:3]3)[C:6]=2[C:7](=[O:21])[N:8]1[C:11]1[C:20]2[C:15](=[CH:16][CH:17]=[CH:18][CH:19]=2)[CH:14]=[CH:13][CH:12]=1)[CH:26]=[CH2:25]. (9) Given the reactants [CH3:1][C:2]1[CH:7]=[CH:6][C:5]([C:8]2[CH:13]=[CH:12][C:11]([N+:14]([O-:16])=[O:15])=[CH:10][CH:9]=2)=[CH:4][C:3]=1[C:17]([O:19][CH3:20])=[O:18].CC(N=NC(C#N)(C)C)(C#N)C.C1C(=O)N([Br:40])C(=O)C1, predict the reaction product. The product is: [Br:40][CH2:1][C:2]1[CH:7]=[CH:6][C:5]([C:8]2[CH:9]=[CH:10][C:11]([N+:14]([O-:16])=[O:15])=[CH:12][CH:13]=2)=[CH:4][C:3]=1[C:17]([O:19][CH3:20])=[O:18]. (10) The product is: [CH3:17][O:18][C:19](=[O:27])[C:20]1[CH:25]=[CH:24][CH:23]=[C:22]([NH:26][C:14]([C:8]2[C:9](=[O:13])[NH:10][C:11]3[C:6]([CH:7]=2)=[CH:5][N:4]=[C:3]([O:2][CH3:1])[CH:12]=3)=[O:16])[CH:21]=1. Given the reactants [CH3:1][O:2][C:3]1[CH:12]=[C:11]2[C:6]([CH:7]=[C:8]([C:14]([OH:16])=O)[C:9](=[O:13])[NH:10]2)=[CH:5][N:4]=1.[CH3:17][O:18][C:19](=[O:27])[C:20]1[CH:25]=[CH:24][CH:23]=[C:22]([NH2:26])[CH:21]=1, predict the reaction product.